From a dataset of Full USPTO retrosynthesis dataset with 1.9M reactions from patents (1976-2016). Predict the reactants needed to synthesize the given product. (1) Given the product [F:1][C:2]([F:8])([F:7])[CH2:3][C:4]([CH3:5])=[CH:14][C:9]([O:11][CH2:12][CH3:13])=[O:10], predict the reactants needed to synthesize it. The reactants are: [F:1][C:2]([F:8])([F:7])[CH2:3][C:4](=O)[CH3:5].[C:9]([CH:14]=P(C1C=CC=CC=1)(C1C=CC=CC=1)C1C=CC=CC=1)([O:11][CH2:12][CH3:13])=[O:10]. (2) Given the product [ClH:3].[CH3:29][O:23][C:22]([C@:8]1([F:25])[C@@H:7]2[C@H:9]1[CH2:10][C@@H:11]([O:12][CH2:13][C:14]1[CH:19]=[CH:18][C:17]([Cl:20])=[C:16]([Cl:21])[CH:15]=1)[C@@:6]2([NH2:5])[C:26]([OH:28])=[O:27])=[O:24], predict the reactants needed to synthesize it. The reactants are: S(Cl)([Cl:3])=O.[NH2:5][C@@:6]1([C:26]([OH:28])=[O:27])[C@H:11]([O:12][CH2:13][C:14]2[CH:19]=[CH:18][C:17]([Cl:20])=[C:16]([Cl:21])[CH:15]=2)[CH2:10][C@@H:9]2[C@H:7]1[C@@:8]2([F:25])[C:22]([OH:24])=[O:23].[CH3:29]O. (3) Given the product [CH2:28]([O:27][CH:23]([O:24][CH2:25][CH3:26])[C:21]1[O:20][CH:19]=[C:18]([C:11]2[CH:10]=[CH:9][C:4]3[NH:5][C:6](=[O:8])[O:7][C:2]([CH3:16])([CH3:1])[C:3]=3[CH:12]=2)[CH:22]=1)[CH3:29], predict the reactants needed to synthesize it. The reactants are: [CH3:1][C:2]1([CH3:16])[O:7][C:6](=[O:8])[NH:5][C:4]2[CH:9]=[CH:10][C:11](B(O)O)=[CH:12][C:3]1=2.Br[C:18]1[CH:22]=[C:21]([CH:23]([O:27][CH2:28][CH3:29])[O:24][CH2:25][CH3:26])[O:20][CH:19]=1. (4) The reactants are: C(OC([NH:8][CH2:9][CH2:10][CH2:11][C@@H:12]([CH2:28][C:29]1[N:30]=[CH:31][N:32]2[C:41]3[C:36](=[CH:37][CH:38]=[CH:39][CH:40]=3)[CH2:35][CH2:34][C:33]=12)[C:13]([O:15][CH:16]([O:18][C:19]([O:21][CH:22]1[CH2:27][CH2:26][CH2:25][CH2:24][CH2:23]1)=[O:20])[CH3:17])=[O:14])=O)(C)(C)C.[ClH:42]. Given the product [ClH:42].[ClH:42].[NH2:8][CH2:9][CH2:10][CH2:11][C@@H:12]([CH2:28][C:29]1[N:30]=[CH:31][N:32]2[C:41]3[C:36](=[CH:37][CH:38]=[CH:39][CH:40]=3)[CH2:35][CH2:34][C:33]=12)[C:13]([O:15][CH:16]([O:18][C:19]([O:21][CH:22]1[CH2:23][CH2:24][CH2:25][CH2:26][CH2:27]1)=[O:20])[CH3:17])=[O:14], predict the reactants needed to synthesize it. (5) Given the product [NH2:7][C:8]1[CH:9]=[C:10]([CH:16]=[CH:17][C:18]=1[OH:19])[C:11]([O:13][CH2:14][CH3:15])=[O:12], predict the reactants needed to synthesize it. The reactants are: C([O-])(O)=O.[Na+].Cl.[NH2:7][C:8]1[CH:9]=[C:10]([CH:16]=[CH:17][C:18]=1[OH:19])[C:11]([O:13][CH2:14][CH3:15])=[O:12]. (6) Given the product [CH3:20][N:19]1[C:18]2[CH:21]=[CH:22][CH:23]=[CH:24][C:17]=2[N:16]=[C:15]1[CH2:14][CH2:10][C:9]#[C:8][Si:7]([CH3:12])([CH3:11])[CH3:6], predict the reactants needed to synthesize it. The reactants are: [Li]CCCC.[CH3:6][Si:7]([CH3:12])([CH3:11])[C:8]#[C:9][CH3:10].Cl[CH2:14][C:15]1[N:19]([CH3:20])[C:18]2[CH:21]=[CH:22][CH:23]=[CH:24][C:17]=2[N:16]=1. (7) The reactants are: Br[C:2]1[C:3]([OH:13])=[C:4]([CH:9]=[C:10]([F:12])[CH:11]=1)[C:5]([O:7][CH3:8])=[O:6].[CH3:14][Si:15]([CH3:21])([CH3:20])[O:16][CH2:17][C:18]#[CH:19]. Given the product [F:12][C:10]1[CH:9]=[C:4]([C:5]([O:7][CH3:8])=[O:6])[C:3]2[O:13][C:18]([CH2:17][O:16][Si:15]([CH3:21])([CH3:20])[CH3:14])=[CH:19][C:2]=2[CH:11]=1, predict the reactants needed to synthesize it. (8) Given the product [Br:1][C:2]1[CH:9]=[CH:8][C:5]([CH2:6][N:10]2[CH2:15][CH2:14][CH:13]([NH2:16])[CH2:12][CH2:11]2)=[CH:4][CH:3]=1, predict the reactants needed to synthesize it. The reactants are: [Br:1][C:2]1[CH:9]=[CH:8][C:5]([CH2:6]Br)=[CH:4][CH:3]=1.[NH:10]1[CH2:15][CH2:14][CH:13]([NH:16]C(=O)OC(C)(C)C)[CH2:12][CH2:11]1. (9) Given the product [N:34]1([CH2:26][C:25]2[CH:24]=[CH:23][C:22]([CH:9]3[NH:10][C:11]4[C:12]5[C:13](=[N:14][NH:15][C:16](=[O:21])[C:17]=5[CH:18]=[CH:19][CH:20]=4)[CH:8]3[C:5]3[CH:4]=[CH:3][C:2]([F:1])=[CH:7][CH:6]=3)=[CH:29][CH:28]=2)[CH2:37][CH2:36][CH2:35]1, predict the reactants needed to synthesize it. The reactants are: [F:1][C:2]1[CH:7]=[CH:6][C:5]([CH:8]2[C:13]3=[N:14][NH:15][C:16](=[O:21])[C:17]4[CH:18]=[CH:19][CH:20]=[C:11]([C:12]=43)[NH:10][CH:9]2[C:22]2[CH:29]=[CH:28][C:25]([CH:26]=O)=[CH:24][CH:23]=2)=[CH:4][CH:3]=1.C(O)(=O)C.[NH:34]1[CH2:37][CH2:36][CH2:35]1.[BH-](OC(C)=O)(OC(C)=O)OC(C)=O.[Na+].